From a dataset of Forward reaction prediction with 1.9M reactions from USPTO patents (1976-2016). Predict the product of the given reaction. (1) The product is: [Br:30][C:9]1[CH:10]=[C:11]([C:15]#[N:16])[C:12](=[O:14])[NH:13][C:8]=1[C:3]1[CH:4]=[CH:5][CH:6]=[CH:7][C:2]=1[Cl:1]. Given the reactants [Cl:1][C:2]1[CH:7]=[CH:6][CH:5]=[CH:4][C:3]=1[C:8]1[NH:13][C:12](=[O:14])[C:11]([C:15]#[N:16])=[CH:10][CH:9]=1.O1CCOCC1.C1C(=O)N([Br:30])C(=O)C1, predict the reaction product. (2) Given the reactants [CH3:1][C:2]1([CH3:9])[CH2:7][CH2:6][C:5](=[O:8])[CH:4]=[CH:3]1, predict the reaction product. The product is: [CH3:1][C:2]1([CH3:9])[CH2:7][CH2:6][C:5](=[O:8])[CH2:4][CH2:3]1. (3) The product is: [CH2:1]([O:3][C:4](=[O:12])[C:5]1[CH:10]=[CH:9][C:8]([N:23]2[CH2:24][CH2:25][CH:20]([NH2:19])[CH2:21][CH2:22]2)=[N:7][CH:6]=1)[CH3:2]. Given the reactants [CH2:1]([O:3][C:4](=[O:12])[C:5]1[CH:10]=[CH:9][C:8](Cl)=[N:7][CH:6]=1)[CH3:2].C(=O)([O-])[O-].[K+].[K+].[NH2:19][CH:20]1[CH2:25][CH2:24][NH:23][CH2:22][CH2:21]1.O, predict the reaction product. (4) Given the reactants [Cl:1][C:2]1[CH:3]=[C:4]([CH:23]=[C:24]([OH:26])[CH:25]=1)[C:5]([NH:7][CH2:8][C:9]1[CH:14]=[CH:13][C:12]([C:15]#[N:16])=[CH:11][C:10]=1[O:17][CH2:18][C:19](=[O:22])[NH:20][CH3:21])=[O:6].O[CH2:28][C:29]1[CH:34]=[CH:33][N:32]=[CH:31][CH:30]=1.C1(P(C2C=CC=CC=2)C2C=CC=CC=2)C=CC=CC=1.CCOC(/N=N/C(OCC)=O)=O, predict the reaction product. The product is: [Cl:1][C:2]1[CH:3]=[C:4]([CH:23]=[C:24]([O:26][CH2:28][C:29]2[CH:34]=[CH:33][N:32]=[CH:31][CH:30]=2)[CH:25]=1)[C:5]([NH:7][CH2:8][C:9]1[CH:14]=[CH:13][C:12]([C:15]#[N:16])=[CH:11][C:10]=1[O:17][CH2:18][C:19](=[O:22])[NH:20][CH3:21])=[O:6]. (5) Given the reactants F[C:2]1[CH:9]=[CH:8][C:5]([C:6]#[N:7])=[CH:4][C:3]=1[N+:10]([O-:12])=[O:11].[C:13]([O:20][CH3:21])(=[O:19])[CH2:14][C:15]([O:17][CH3:18])=[O:16].[H-].[Na+], predict the reaction product. The product is: [C:6]([C:5]1[CH:8]=[CH:9][C:2]([CH:14]([C:13]([O:20][CH3:21])=[O:19])[C:15]([O:17][CH3:18])=[O:16])=[C:3]([N+:10]([O-:12])=[O:11])[CH:4]=1)#[N:7]. (6) Given the reactants [C:1]([O:5][C:6]([N:8]1[CH2:12][C:11](=O)[CH:10]2[O:14][CH2:15][C:16]([O:19][CH3:20])([O:17][CH3:18])[CH:9]12)=[O:7])([CH3:4])([CH3:3])[CH3:2].B1C2CCCC1CCC2.C1C[O:33][CH2:32]C1, predict the reaction product. The product is: [C:1]([O:5][C:6]([N:8]1[CH2:12][CH:11]([CH2:32][OH:33])[CH:10]2[O:14][CH2:15][C:16]([O:17][CH3:18])([O:19][CH3:20])[CH:9]12)=[O:7])([CH3:3])([CH3:2])[CH3:4]. (7) Given the reactants [O:1]=[C:2]1[C:8]2[CH:9]=[CH:10][CH:11]=[CH:12][C:7]=2[CH2:6][O:5][C:4]2[CH:13]=[C:14]([C:17](O)=[O:18])[CH:15]=[CH:16][C:3]1=2.[CH2:20]([N-:22][CH2:23][CH3:24])[CH3:21], predict the reaction product. The product is: [CH2:20]([N:22]([CH2:23][CH3:24])[C:17]([C:14]1[CH:15]=[CH:16][C:3]2[C:2](=[O:1])[C:8]3[CH:9]=[CH:10][CH:11]=[CH:12][C:7]=3[CH2:6][O:5][C:4]=2[CH:13]=1)=[O:18])[CH3:21]. (8) Given the reactants Br[C:2]1[CH:3]=[C:4]2[C:14](=[CH:15][CH:16]=1)[O:13][C:7]1([CH2:12][CH2:11][CH2:10][O:9][CH2:8]1)[CH2:6][C:5]12[N:20]=[C:19]([NH2:21])[C:18]([CH3:22])=[N:17]1.[Cl:23][C:24]1[CH:25]=[C:26](B(O)O)[CH:27]=[CH:28][CH:29]=1.C([O-])([O-])=O.[K+].[K+], predict the reaction product. The product is: [Cl:23][C:24]1[CH:29]=[C:28]([C:2]2[CH:3]=[C:4]3[C:14](=[CH:15][CH:16]=2)[O:13][C:7]2([CH2:12][CH2:11][CH2:10][O:9][CH2:8]2)[CH2:6][C:5]23[N:20]=[C:19]([NH2:21])[C:18]([CH3:22])=[N:17]2)[CH:27]=[CH:26][CH:25]=1. (9) Given the reactants C[O:2][C:3](=[O:24])[C@@H:4]([N:9]1[CH2:13][C:12]([O:14][C:15]2[CH:20]=[CH:19][CH:18]=[C:17]([Cl:21])[C:16]=2[F:22])=[CH:11][C:10]1=[O:23])[CH2:5][CH:6]([CH3:8])[CH3:7].O.[OH-].[Li+], predict the reaction product. The product is: [Cl:21][C:17]1[C:16]([F:22])=[C:15]([CH:20]=[CH:19][CH:18]=1)[O:14][C:12]1[CH2:13][N:9]([C@@H:4]([CH2:5][CH:6]([CH3:8])[CH3:7])[C:3]([OH:24])=[O:2])[C:10](=[O:23])[CH:11]=1. (10) The product is: [CH3:31][C:25]1[CH:26]=[C:27]([CH3:30])[CH:28]=[CH:29][C:24]=1[N:21]1[CH2:20][CH2:19][N:18]([C:16]([C:13]2[CH:14]=[CH:15][C:10]([N:4]3[CH2:3][C@H:2]([CH3:1])[CH2:6][S:5]3(=[O:8])=[O:7])=[CH:11][C:12]=2[F:32])=[O:17])[CH2:23][CH2:22]1. Given the reactants [CH3:1][C@@H:2]1[CH2:6][S:5](=[O:8])(=[O:7])[NH:4][CH2:3]1.Br[C:10]1[CH:15]=[CH:14][C:13]([C:16]([N:18]2[CH2:23][CH2:22][N:21]([C:24]3[CH:29]=[CH:28][C:27]([CH3:30])=[CH:26][C:25]=3[CH3:31])[CH2:20][CH2:19]2)=[O:17])=[C:12]([F:32])[CH:11]=1, predict the reaction product.